From a dataset of NCI-60 drug combinations with 297,098 pairs across 59 cell lines. Regression. Given two drug SMILES strings and cell line genomic features, predict the synergy score measuring deviation from expected non-interaction effect. (1) Drug 1: CCN(CC)CCCC(C)NC1=C2C=C(C=CC2=NC3=C1C=CC(=C3)Cl)OC. Drug 2: C(CCl)NC(=O)N(CCCl)N=O. Cell line: EKVX. Synergy scores: CSS=19.4, Synergy_ZIP=1.03, Synergy_Bliss=2.19, Synergy_Loewe=-3.18, Synergy_HSA=2.74. (2) Drug 1: C1=CC=C(C(=C1)C(C2=CC=C(C=C2)Cl)C(Cl)Cl)Cl. Drug 2: CC1=C(C=C(C=C1)C(=O)NC2=CC(=CC(=C2)C(F)(F)F)N3C=C(N=C3)C)NC4=NC=CC(=N4)C5=CN=CC=C5. Cell line: SF-295. Synergy scores: CSS=-10.8, Synergy_ZIP=8.98, Synergy_Bliss=8.15, Synergy_Loewe=-4.71, Synergy_HSA=-6.58. (3) Drug 1: C1=CC(=CC=C1C#N)C(C2=CC=C(C=C2)C#N)N3C=NC=N3. Drug 2: CC1=C(C=C(C=C1)NC(=O)C2=CC=C(C=C2)CN3CCN(CC3)C)NC4=NC=CC(=N4)C5=CN=CC=C5. Cell line: DU-145. Synergy scores: CSS=-2.75, Synergy_ZIP=1.28, Synergy_Bliss=1.12, Synergy_Loewe=-6.15, Synergy_HSA=-3.78. (4) Drug 1: CCCS(=O)(=O)NC1=C(C(=C(C=C1)F)C(=O)C2=CNC3=C2C=C(C=N3)C4=CC=C(C=C4)Cl)F. Drug 2: C1=CC(=CC=C1CCCC(=O)O)N(CCCl)CCCl. Cell line: UO-31. Synergy scores: CSS=29.8, Synergy_ZIP=-0.494, Synergy_Bliss=3.12, Synergy_Loewe=4.51, Synergy_HSA=4.53. (5) Drug 1: C1C(C(OC1N2C=NC3=C(N=C(N=C32)Cl)N)CO)O. Cell line: NCI-H226. Drug 2: CCN(CC)CCCC(C)NC1=C2C=C(C=CC2=NC3=C1C=CC(=C3)Cl)OC. Synergy scores: CSS=16.8, Synergy_ZIP=0.312, Synergy_Bliss=3.71, Synergy_Loewe=-4.98, Synergy_HSA=-0.370.